From a dataset of Reaction yield outcomes from USPTO patents with 853,638 reactions. Predict the reaction yield, written as a fraction of the theoretical maximum amount of product (1.0 means a 100% yield; for example, 0.34 means a 34% yield). The reactants are [OH:1][C:2]1[CH:3]=[CH:4][C:5]2[S:10][C:9]([C:11]3[CH:16]=[CH:15][CH:14]=[CH:13][N:12]=3)=[N:8][C:7](=[O:17])[C:6]=2[CH:18]=1.Br[CH2:20][C:21]([O:23][C:24]([CH3:27])([CH3:26])[CH3:25])=[O:22].C(=O)([O-])[O-].[K+].[K+].CN(C=O)C. The catalyst is O. The product is [O:17]=[C:7]1[C:6]2[CH:18]=[C:2]([O:1][CH2:20][C:21]([O:23][C:24]([CH3:27])([CH3:26])[CH3:25])=[O:22])[CH:3]=[CH:4][C:5]=2[S:10][C:9]([C:11]2[CH:16]=[CH:15][CH:14]=[CH:13][N:12]=2)=[N:8]1. The yield is 0.870.